From a dataset of Peptide-MHC class II binding affinity with 134,281 pairs from IEDB. Regression. Given a peptide amino acid sequence and an MHC pseudo amino acid sequence, predict their binding affinity value. This is MHC class II binding data. (1) The peptide sequence is EKKYSAATQFEPLAA. The binding affinity (normalized) is 0.623. The MHC is DRB1_0101 with pseudo-sequence DRB1_0101. (2) The peptide sequence is AYGSFVRTVSLPVGA. The MHC is DRB1_1602 with pseudo-sequence DRB1_1602. The binding affinity (normalized) is 1.00. (3) The peptide sequence is ANGYFSGHVIPACKN. The MHC is HLA-DPA10201-DPB10101 with pseudo-sequence HLA-DPA10201-DPB10101. The binding affinity (normalized) is 0.329. (4) The peptide sequence is EKKMFAATQFEPLAA. The MHC is DRB1_0101 with pseudo-sequence DRB1_0101. The binding affinity (normalized) is 0.451. (5) The peptide sequence is YDKFLADVSTVLTGK. The MHC is DRB1_1101 with pseudo-sequence DRB1_1101. The binding affinity (normalized) is 0.615. (6) The peptide sequence is TGGNSPVQEFTVPRT. The MHC is HLA-DQA10102-DQB10602 with pseudo-sequence HLA-DQA10102-DQB10602. The binding affinity (normalized) is 0.233.